Dataset: CYP2D6 inhibition data for predicting drug metabolism from PubChem BioAssay. Task: Regression/Classification. Given a drug SMILES string, predict its absorption, distribution, metabolism, or excretion properties. Task type varies by dataset: regression for continuous measurements (e.g., permeability, clearance, half-life) or binary classification for categorical outcomes (e.g., BBB penetration, CYP inhibition). Dataset: cyp2d6_veith. The drug is CCN1C(=O)C=CC1=O. The result is 0 (non-inhibitor).